Predict which catalyst facilitates the given reaction. From a dataset of Catalyst prediction with 721,799 reactions and 888 catalyst types from USPTO. (1) Product: [Br:1][C:2]1[CH:9]=[CH:8][CH:7]=[CH:6][C:3]=1[CH2:4][NH:11][CH3:10]. Reactant: [Br:1][C:2]1[CH:9]=[CH:8][CH:7]=[CH:6][C:3]=1[CH2:4]Br.[CH3:10][NH2:11]. The catalyst class is: 100. (2) Reactant: [NH2:1][CH:2]1[CH2:6][N:5]([C:7]2[CH:8]=[N:9][N:10]3[CH2:15][C@H:14]([CH3:16])[N:13]([C:17]([O:19][C:20]([CH3:23])([CH3:22])[CH3:21])=[O:18])[CH2:12][C:11]=23)[C:4](=[O:24])[CH2:3]1.[CH:25](=O)[C:26]1[CH:31]=[CH:30][CH:29]=[CH:28][CH:27]=1.[BH4-].[Na+]. Product: [CH2:25]([NH:1][CH:2]1[CH2:6][N:5]([C:7]2[CH:8]=[N:9][N:10]3[CH2:15][C@H:14]([CH3:16])[N:13]([C:17]([O:19][C:20]([CH3:23])([CH3:22])[CH3:21])=[O:18])[CH2:12][C:11]=23)[C:4](=[O:24])[CH2:3]1)[C:26]1[CH:31]=[CH:30][CH:29]=[CH:28][CH:27]=1. The catalyst class is: 5. (3) Reactant: [CH2:1]([O:8][C:9]([NH:11][C:12]1([C:18](O)=[O:19])[CH2:17][CH2:16][CH2:15][CH2:14][CH2:13]1)=[O:10])[C:2]1[CH:7]=[CH:6][CH:5]=[CH:4][CH:3]=1.CN1CCOCC1.ClC(OCC(C)C)=O.[BH4-].[Na+]. Product: [CH2:1]([O:8][C:9]([NH:11][C:12]1([CH2:18][OH:19])[CH2:13][CH2:14][CH2:15][CH2:16][CH2:17]1)=[O:10])[C:2]1[CH:3]=[CH:4][CH:5]=[CH:6][CH:7]=1. The catalyst class is: 149. (4) Reactant: [Cl:1][C:2]1[CH:3]=[C:4]([CH:6]=[CH:7][C:8]=1[N:9]1[CH2:14][CH2:13][CH2:12][CH2:11][N:10]1[CH3:15])[NH2:5].[Br:16][C:17]1[S:21][C:20]([C:22]([NH:24][C:25]([CH3:30])([CH3:29])[C:26](O)=[O:27])=[O:23])=[CH:19][CH:18]=1.CN(C(ON1N=NC2C=CC=NC1=2)=[N+](C)C)C.F[P-](F)(F)(F)(F)F.CN1CCOCC1. Product: [CH3:30][C:25]([NH:24][C:22]([C:20]1[S:21][C:17]([Br:16])=[CH:18][CH:19]=1)=[O:23])([C:26](=[O:27])[NH:5][C:4]1[CH:6]=[CH:7][C:8]([N:9]2[CH2:14][CH2:13][CH2:12][CH2:11][N:10]2[CH3:15])=[C:2]([Cl:1])[CH:3]=1)[CH3:29]. The catalyst class is: 37.